From a dataset of Reaction yield outcomes from USPTO patents with 853,638 reactions. Predict the reaction yield, written as a fraction of the theoretical maximum amount of product (1.0 means a 100% yield; for example, 0.34 means a 34% yield). The reactants are [CH2:1]1[CH:10]2[N:5]([CH2:6][CH2:7][CH2:8][CH2:9]2)[CH2:4][CH:3]([C:11](OCC)=[O:12])[CH2:2]1.[H-].[Al+3].[Li+].[H-].[H-].[H-].C(OCC)(=O)C.[OH-].[Na+]. The catalyst is O1CCCC1.O. The product is [CH2:1]1[CH:10]2[N:5]([CH2:6][CH2:7][CH2:8][CH2:9]2)[CH2:4][CH:3]([CH2:11][OH:12])[CH2:2]1. The yield is 0.880.